Dataset: Reaction yield outcomes from USPTO patents with 853,638 reactions. Task: Predict the reaction yield, written as a fraction of the theoretical maximum amount of product (1.0 means a 100% yield; for example, 0.34 means a 34% yield). (1) The reactants are [NH2:1][C@:2]([CH3:14])([CH2:5][CH2:6][C:7]1[N:8]([CH2:12][CH3:13])[CH:9]=[CH:10][CH:11]=1)[CH2:3][OH:4].[C:15](OC(OC(C)(C)C)=O)(OC(C)(C)C)=[O:16].C(N(CC)CC)C.O. The product is [CH3:14][C@@:2]1([CH2:5][CH2:6][C:7]2[N:8]([CH2:12][CH3:13])[CH:9]=[CH:10][CH:11]=2)[CH2:3][O:4][C:15](=[O:16])[NH:1]1. The yield is 0.580. The catalyst is ClCCl.CN(C)C1C=CN=CC=1. (2) The reactants are [NH2:1][C:2]1[CH:10]=[CH:9][C:5]([C:6]([OH:8])=[O:7])=[CH:4][CH:3]=1.[N+]([C:14]1[CH:22]=CC(C(O)=O)=C[CH:15]=1)([O-])=O.B(O)(O)O.S(=O)(=O)(O)O.[OH-].[Na+]. The catalyst is OCC(CO)O. The product is [N:1]1[C:2]2[C:10](=[CH:9][C:5]([C:6]([OH:8])=[O:7])=[CH:4][CH:3]=2)[CH:22]=[CH:14][CH:15]=1. The yield is 0.950. (3) The reactants are [Cl:1][C:2]1[N:7]=[C:6](S(C)(=O)=O)[N:5]=[C:4]([N:12]2[CH2:17][CH2:16][O:15][CH2:14][CH2:13]2)[CH:3]=1.[CH3:18][NH:19][CH3:20].C(O)C. The catalyst is O1CCOCC1. The product is [Cl:1][C:2]1[CH:3]=[C:4]([N:12]2[CH2:17][CH2:16][O:15][CH2:14][CH2:13]2)[N:5]=[C:6]([N:19]([CH3:20])[CH3:18])[N:7]=1. The yield is 0.570. (4) The reactants are [CH3:1][N:2]([C:11]1[CH:12]=[CH:13][CH:14]=[C:15]2[C:19]=1[NH:18][C:17]([C:20]1[S:21][CH:22]([CH2:25][CH:26]=O)[CH2:23][N:24]=1)=[CH:16]2)[S:3]([C:6]1[S:7][CH:8]=[CH:9][CH:10]=1)(=[O:5])=[O:4].[NH2:28][CH2:29][CH2:30][OH:31].[BH4-].[Na+]. The catalyst is CO.C(OCC)(=O)C. The product is [OH:31][CH2:30][CH2:29][NH:28][CH2:26][CH2:25][CH:22]1[S:21][C:20]([C:17]2[NH:18][C:19]3[C:15]([CH:16]=2)=[CH:14][CH:13]=[CH:12][C:11]=3[N:2]([CH3:1])[S:3]([C:6]2[S:7][CH:8]=[CH:9][CH:10]=2)(=[O:5])=[O:4])=[N:24][CH2:23]1. The yield is 0.670.